From a dataset of Catalyst prediction with 721,799 reactions and 888 catalyst types from USPTO. Predict which catalyst facilitates the given reaction. (1) Reactant: Cl.[CH:2]1([C:5]2[C:13]3[C:8](=[CH:9][C:10]([OH:14])=[CH:11][CH:12]=3)[NH:7][N:6]=2)[CH2:4][CH2:3]1.N1C=CN=C1.[CH3:20][C:21]([Si:24](Cl)([C:31]1[CH:36]=[CH:35][CH:34]=[CH:33][CH:32]=1)[C:25]1[CH:30]=[CH:29][CH:28]=[CH:27][CH:26]=1)([CH3:23])[CH3:22].O. Product: [Si:24]([O:14][C:10]1[CH:9]=[C:8]2[C:13]([C:5]([CH:2]3[CH2:4][CH2:3]3)=[N:6][NH:7]2)=[CH:12][CH:11]=1)([C:21]([CH3:23])([CH3:22])[CH3:20])([C:31]1[CH:32]=[CH:33][CH:34]=[CH:35][CH:36]=1)[C:25]1[CH:30]=[CH:29][CH:28]=[CH:27][CH:26]=1. The catalyst class is: 3. (2) Reactant: C([SiH2][O:6][C:7](C)(C)[C:8]1[CH:13]=[C:12]([CH3:14])[N:11]=[C:10]([C:15]#[N:16])[CH:9]=1)(C)(C)C.[F-].C([N+](CCCC)(CCCC)CCCC)CCC. Product: [OH:6][CH2:7][C:8]1[CH:13]=[C:12]([CH3:14])[N:11]=[C:10]([C:15]#[N:16])[CH:9]=1. The catalyst class is: 1. (3) Reactant: [Cl:1][C:2]1[CH:7]=[CH:6][C:5]([C:8]2[N:9]=[C:10]3[CH:15]=[CH:14][CH:13]=[CH:12][N:11]3[C:16]=2[CH2:17][N:18]2[CH:23]=[CH:22][C:21]([NH:24][CH2:25]C)=[N:20][C:19]2=[O:27])=[CH:4][CH:3]=1.ClC1C=C[N:32](CC2N3C=CC=CC3=NC=2C2C=CC(Cl)=CC=2)[C:31](=O)[N:30]=1.N1C=NC=N1. Product: [Cl:1][C:2]1[CH:7]=[CH:6][C:5]([C:8]2[N:9]=[C:10]3[CH:15]=[CH:14][CH:13]=[CH:12][N:11]3[C:16]=2[CH2:17][N:18]2[CH:23]=[CH:22][C:21]([N:24]3[CH:25]=[N:32][CH:31]=[N:30]3)=[N:20][C:19]2=[O:27])=[CH:4][CH:3]=1. The catalyst class is: 3. (4) Reactant: [N:1]1([CH:7]=[CH:8][C:9]([O:11][CH3:12])=[O:10])[CH2:6][CH2:5][CH2:4][CH2:3][CH2:2]1.N1C=CC=CC=1.[F:19][CH:20]([F:24])[C:21](F)=[O:22]. Product: [F:19][CH:20]([F:24])[C:21](=[O:22])[C:8](=[CH:7][N:1]1[CH2:6][CH2:5][CH2:4][CH2:3][CH2:2]1)[C:9]([O:11][CH3:12])=[O:10]. The catalyst class is: 11. (5) Reactant: [H-].[Na+].[OH:3][CH2:4][C@:5]1([CH3:16])[O:9][C:8]2=[N:10][C:11]([N+:13]([O-:15])=[O:14])=[CH:12][N:7]2[CH2:6]1.Cl[C:18]1[O:19][C:20]2[CH:26]=[CH:25][CH:24]=[CH:23][C:21]=2[N:22]=1. Product: [CH3:16][C@@:5]1([CH2:4][O:3][C:18]2[O:19][C:20]3[CH:26]=[CH:25][CH:24]=[CH:23][C:21]=3[N:22]=2)[O:9][C:8]2=[N:10][C:11]([N+:13]([O-:15])=[O:14])=[CH:12][N:7]2[CH2:6]1. The catalyst class is: 3.